Dataset: Catalyst prediction with 721,799 reactions and 888 catalyst types from USPTO. Task: Predict which catalyst facilitates the given reaction. (1) Reactant: [N-:1]=[N+:2]=[N-:3].[Na+].[C:5]1([CH3:15])[CH:10]=[CH:9][C:8]([S:11](Cl)(=[O:13])=[O:12])=[CH:7][CH:6]=1. Product: [C:5]1([CH3:15])[CH:10]=[CH:9][C:8]([S:11]([N:1]=[N+:2]=[N-:3])(=[O:13])=[O:12])=[CH:7][CH:6]=1. The catalyst class is: 97. (2) Reactant: [Br:1][C:2]1[CH:8]=[CH:7][C:5]([NH2:6])=[CH:4][C:3]=1[CH3:9].C(=O)(O)[O-].[Na+].Cl[C:16]([O:18][CH3:19])=[O:17]. Product: [CH3:19][O:18][C:16](=[O:17])[NH:6][C:5]1[CH:7]=[CH:8][C:2]([Br:1])=[C:3]([CH3:9])[CH:4]=1. The catalyst class is: 46. (3) Reactant: [F:1][C:2]1[CH:3]=[C:4]([CH:7]=[CH:8][C:9]=1F)[C:5]#[N:6].[C:11]([O:15][C:16]([N:18]1[CH2:23][CH2:22][CH:21]([N:24]([CH:32]2[CH2:34][CH2:33]2)[C:25]([C:27]2[N:28]=[CH:29][NH:30][CH:31]=2)=[O:26])[CH2:20][CH2:19]1)=[O:17])([CH3:14])([CH3:13])[CH3:12].C(=O)([O-])[O-].[K+].[K+]. Product: [C:11]([O:15][C:16]([N:18]1[CH2:19][CH2:20][CH:21]([N:24]([C:25]([C:27]2[N:28]=[CH:29][N:30]([C:9]3[CH:8]=[CH:7][C:4]([C:5]#[N:6])=[CH:3][C:2]=3[F:1])[CH:31]=2)=[O:26])[CH:32]2[CH2:34][CH2:33]2)[CH2:22][CH2:23]1)=[O:17])([CH3:14])([CH3:12])[CH3:13]. The catalyst class is: 58. (4) Reactant: [C:1]([O:5][C:6]([N:8]1[CH2:12][CH:11]([C:13]2[CH:18]=[CH:17][CH:16]=[C:15]([C:19]([F:22])([F:21])[F:20])[C:14]=2[C:23]([O:25][CH:26]([CH3:28])[CH3:27])=[O:24])[CH:10]([C:29](N2C3CC4C(C)(C)C3(CC4)CS2(=O)=O)=[O:30])[CH2:9]1)=[O:7])([CH3:4])([CH3:3])[CH3:2].[OH-:45].[Li+].Cl. The catalyst class is: 20. Product: [C:1]([O:5][C:6]([N:8]1[CH2:12][C@@H:11]([C:13]2[CH:18]=[CH:17][CH:16]=[C:15]([C:19]([F:22])([F:20])[F:21])[C:14]=2[C:23]([O:25][CH:26]([CH3:28])[CH3:27])=[O:24])[C@@H:10]([C:29]([OH:30])=[O:45])[CH2:9]1)=[O:7])([CH3:3])([CH3:4])[CH3:2]. (5) Reactant: [CH2:1]([N:3]1[CH:11]=[C:10]2[C:5]([CH:6]=[CH:7][CH:8]=[CH:9]2)=[N:4]1)[CH3:2].[Br:12]Br.O. Product: [CH2:1]([N:3]1[C:11]([Br:12])=[C:10]2[C:5]([CH:6]=[CH:7][CH:8]=[CH:9]2)=[N:4]1)[CH3:2]. The catalyst class is: 8. (6) Reactant: [CH3:1][C:2]1[CH2:3][C:4]2[C:9]([CH:10]=1)=[CH:8][CH:7]=[CH:6][C:5]=2[C:11]1[CH:16]=[CH:15][C:14]([C:17]([CH3:20])([CH3:19])[CH3:18])=[CH:13][CH:12]=1.C1COCC1.[Li]CCCC.[Cl:31][Si:32](Cl)([CH3:34])[CH3:33]. Product: [CH3:1][C:2]1[CH:10]([Si:32]([Cl:31])([CH3:34])[CH3:33])[C:9]2[C:4]([CH:3]=1)=[C:5]([C:11]1[CH:12]=[CH:13][C:14]([C:17]([CH3:20])([CH3:19])[CH3:18])=[CH:15][CH:16]=1)[CH:6]=[CH:7][CH:8]=2. The catalyst class is: 11. (7) Reactant: [F:1][C:2]1[CH:11]=[C:10]2[C:5]([CH2:6][CH2:7][C:8](=[O:13])[N:9]2[CH3:12])=[CH:4][CH:3]=1.C1C(=O)N([Br:21])C(=O)C1.O. The catalyst class is: 31. Product: [Br:21][C:3]1[CH:4]=[C:5]2[C:10](=[CH:11][C:2]=1[F:1])[N:9]([CH3:12])[C:8](=[O:13])[CH2:7][CH2:6]2. (8) Reactant: C[O:2][C:3]([C:5]1[C:6](=[O:17])[N:7]([CH3:16])[C:8]2[C:13]([C:14]=1[OH:15])=[CH:12][CH:11]=[CH:10][CH:9]=2)=[O:4]. Product: [OH:15][C:14]1[C:13]2[C:8](=[CH:9][CH:10]=[CH:11][CH:12]=2)[N:7]([CH3:16])[C:6](=[O:17])[C:5]=1[C:3]([OH:4])=[O:2]. The catalyst class is: 15. (9) Reactant: [CH3:1][C:2]1[CH:27]=[CH:26][C:5]([C:6]([N:8]=[C:9]2[N:13]([CH2:14][C:15]([O:17]CC)=[O:16])[C:12]3[C:20]([O:24][CH3:25])=[CH:21][CH:22]=[CH:23][C:11]=3[S:10]2)=[O:7])=[CH:4][CH:3]=1.[OH-].[Na+]. Product: [CH3:1][C:2]1[CH:3]=[CH:4][C:5]([C:6]([N:8]=[C:9]2[N:13]([CH2:14][C:15]([OH:17])=[O:16])[C:12]3[C:20]([O:24][CH3:25])=[CH:21][CH:22]=[CH:23][C:11]=3[S:10]2)=[O:7])=[CH:26][CH:27]=1. The catalyst class is: 5.